Dataset: Full USPTO retrosynthesis dataset with 1.9M reactions from patents (1976-2016). Task: Predict the reactants needed to synthesize the given product. (1) Given the product [NH2:17][C:15]([NH:14][C:12]1[S:13][C:9]([C:6]2[CH:5]=[CH:4][C:3]([O:2][CH3:1])=[CH:8][CH:7]=2)=[CH:10][C:11]=1[C:24]([NH:45][C@H:41]1[CH2:42][CH2:43][CH2:44][N:39]([C:37]([O:36][C:32]([CH3:35])([CH3:34])[CH3:33])=[O:38])[CH2:40]1)=[O:26])=[O:16], predict the reactants needed to synthesize it. The reactants are: [CH3:1][O:2][C:3]1[CH:8]=[CH:7][C:6]([C:9]2[S:13][C:12]([NH:14][C:15]([NH:17]C(=O)C(Cl)(Cl)Cl)=[O:16])=[C:11]([C:24]([O:26]C)=O)[CH:10]=2)=[CH:5][CH:4]=1.C[Al](C)C.[C:32]([O:36][C:37]([N:39]1[CH2:44][CH2:43][CH2:42][C@H:41]([NH2:45])[CH2:40]1)=[O:38])([CH3:35])([CH3:34])[CH3:33].[C@H](O)(C([O-])=O)[C@@H](O)C([O-])=O.[Na+].[K+]. (2) Given the product [CH:29]1([N:28]([CH2:27][C:26]2[CH:32]=[CH:33][C:34]([Cl:35])=[C:24]([Cl:23])[CH:25]=2)[CH2:6][CH2:7][N:8]2[CH:12]=[C:11]([C:13]3[CH:18]=[C:17]([C:19]([OH:21])=[O:20])[CH:16]=[CH:15][N:14]=3)[N:10]=[CH:9]2)[CH2:30][CH2:31]1, predict the reactants needed to synthesize it. The reactants are: CS(O[CH2:6][CH2:7][N:8]1[CH:12]=[C:11]([C:13]2[CH:18]=[C:17]([C:19]([O:21]C)=[O:20])[CH:16]=[CH:15][N:14]=2)[N:10]=[CH:9]1)(=O)=O.[Cl:23][C:24]1[CH:25]=[C:26]([CH:32]=[CH:33][C:34]=1[Cl:35])[CH2:27][NH:28][CH:29]1[CH2:31][CH2:30]1.